From a dataset of Catalyst prediction with 721,799 reactions and 888 catalyst types from USPTO. Predict which catalyst facilitates the given reaction. (1) Product: [Cl:28][C:29]1[CH:30]=[CH:31][C:32]([C:33]2[CH:34]=[C:35]([CH2:42][CH3:43])[C:36]([CH:4]3[C:5](=[O:10])[C@H:6]4[O:9][C@:2]([CH3:1])([CH2:8][CH2:7]4)[C:3]3=[O:11])=[C:37]([CH2:39][CH3:40])[CH:38]=2)=[CH:44][CH:45]=1. Reactant: [CH3:1][C@@:2]12[O:9][C@@H:6]([CH2:7][CH2:8]1)[C:5](=[O:10])[CH2:4][C:3]2=[O:11].C(Cl)(Cl)Cl.C([O-])(=O)C.C([O-])(=O)C.C([O-])(=O)C.[Cl:28][C:29]1[CH:45]=[CH:44][C:32]([C:33]2[CH:38]=[C:37]([CH2:39][CH3:40])[C:36]([Pb+3])=[C:35]([CH2:42][CH3:43])[CH:34]=2)=[CH:31][CH:30]=1.Cl. The catalyst class is: 11. (2) Reactant: [Cl:1][C:2]1[CH:3]=[C:4]([N:9](CC2C=CC(OC)=C(OC)C=2)[C:10]2[C:19]3[C:14](=[CH:15][C:16]([O:25][CH2:26][CH2:27][CH2:28][N:29]4[CH2:34][CH2:33][O:32][CH2:31][CH2:30]4)=[C:17]([NH:20][C:21](=[O:24])[CH:22]=[CH2:23])[CH:18]=3)[N:13]=[CH:12][N:11]=2)[CH:5]=[CH:6][C:7]=1[F:8]. Product: [Cl:1][C:2]1[CH:3]=[C:4]([NH:9][C:10]2[C:19]3[C:14](=[CH:15][C:16]([O:25][CH2:26][CH2:27][CH2:28][N:29]4[CH2:30][CH2:31][O:32][CH2:33][CH2:34]4)=[C:17]([NH:20][C:21](=[O:24])[CH:22]=[CH2:23])[CH:18]=3)[N:13]=[CH:12][N:11]=2)[CH:5]=[CH:6][C:7]=1[F:8]. The catalyst class is: 55. (3) Product: [CH3:8][O:7][C:5](=[O:6])[CH2:4][O:3][CH2:10][CH2:11][O:12][CH:13]1[CH2:18][CH2:17][CH2:16][CH2:15][O:14]1. Reactant: [H-].[Na+].[OH:3][CH2:4][C:5]([O:7][CH3:8])=[O:6].Br[CH2:10][CH2:11][O:12][CH:13]1[CH2:18][CH2:17][CH2:16][CH2:15][O:14]1. The catalyst class is: 3. (4) Reactant: [CH:1]1([C:4]2[C:12]([C:13]([O:15][CH3:16])=[O:14])=[CH:11][C:7]([C:8]([OH:10])=O)=[C:6]([CH2:17][CH3:18])[CH:5]=2)[CH2:3][CH2:2]1.CN(C(ON1N=NC2C=CC=CC1=2)=[N+](C)C)C.F[P-](F)(F)(F)(F)F.CCN(C(C)C)C(C)C.Cl.[NH:53]1[CH2:58][CH2:57][CH:56]([C:59]2[CH:66]=[CH:65][C:62]([C:63]#[N:64])=[CH:61][CH:60]=2)[CH2:55][CH2:54]1. Product: [C:63]([C:62]1[CH:61]=[CH:60][C:59]([CH:56]2[CH2:57][CH2:58][N:53]([C:8]([C:7]3[C:6]([CH2:17][CH3:18])=[CH:5][C:4]([CH:1]4[CH2:2][CH2:3]4)=[C:12]([CH:11]=3)[C:13]([O:15][CH3:16])=[O:14])=[O:10])[CH2:54][CH2:55]2)=[CH:66][CH:65]=1)#[N:64]. The catalyst class is: 9. (5) Reactant: [Br:1][C:2]1[C:7](F)=[C:6]([N+:9]([O-:11])=[O:10])[CH:5]=[CH:4][C:3]=1[F:12].C(=O)([O-])[O-].[NH4+].[NH4+].C[N:20](C=O)C.CCN(CC)CC. Product: [Br:1][C:2]1[C:3]([F:12])=[CH:4][CH:5]=[C:6]([N+:9]([O-:11])=[O:10])[C:7]=1[NH2:20]. The catalyst class is: 6. (6) Product: [Cl:1][C:2]1[CH:17]=[CH:16][C:5]([O:6][C:7]2[CH:15]=[CH:14][C:10]([C:11]([N:23]([CH2:24][CH3:25])[CH2:21][CH3:22])=[O:12])=[CH:9][CH:8]=2)=[C:4]([N+:18]([O-:20])=[O:19])[CH:3]=1. The catalyst class is: 2. Reactant: [Cl:1][C:2]1[CH:17]=[CH:16][C:5]([O:6][C:7]2[CH:15]=[CH:14][C:10]([C:11](Cl)=[O:12])=[CH:9][CH:8]=2)=[C:4]([N+:18]([O-:20])=[O:19])[CH:3]=1.[CH2:21]([NH:23][CH2:24][CH3:25])[CH3:22]. (7) Reactant: Cl[C:2]1[N:7]=[C:6]([C:8]2[C:13]([C:14]3[CH:15]=[CH:16][C:17]4[N:18]([C:20]([C:23]#[N:24])=[CH:21][N:22]=4)[CH:19]=3)=[CH:12][CH:11]=[CH:10][N:9]=2)[CH:5]=[CH:4][CH:3]=1.[C:25]([NH2:28])(=[O:27])[CH3:26].C1(P(C2C=CC=CC=2)C2C3OC4C(=CC=CC=4P(C4C=CC=CC=4)C4C=CC=CC=4)C(C)(C)C=3C(CC(N)=O)=CC=2)C=CC=CC=1.C([O-])([O-])=O.[Cs+].[Cs+]. Product: [C:23]([C:20]1[N:18]2[CH:19]=[C:14]([C:13]3[C:8]([C:6]4[CH:5]=[CH:4][CH:3]=[C:2]([NH:28][C:25](=[O:27])[CH3:26])[N:7]=4)=[N:9][CH:10]=[CH:11][CH:12]=3)[CH:15]=[CH:16][C:17]2=[N:22][CH:21]=1)#[N:24]. The catalyst class is: 12. (8) Reactant: [Cl:1][C:2]1[CH:7]=[C:6]2[NH:8][C:9](=[O:38])[C:10]3([CH:15]([C:16]4[CH:21]=[C:20]([Cl:22])[CH:19]=[CH:18][C:17]=4[O:23][C:24]([CH3:28])([CH3:27])[CH2:25][OH:26])[CH2:14][C:13](=[O:29])[NH:12][CH:11]3[C:30]3[CH:35]=[C:34]([F:36])[CH:33]=[CH:32][C:31]=3[CH3:37])[C:5]2=[CH:4][CH:3]=1.CCN=C=NCCCN(C)C.Cl.C1C=CC2N(O)N=NC=2C=1.CCN(C(C)C)C(C)C.[NH2:70][CH2:71][CH2:72][NH:73][C:74](=[O:76])[CH3:75]. Product: [C:74]([NH:73][CH2:72][CH2:71][NH:70][C:25]([C:24]([CH3:28])([O:23][C:17]1[CH:18]=[CH:19][C:20]([Cl:22])=[CH:21][C:16]=1[CH:15]1[CH2:14][C:13](=[O:29])[NH:12][CH:11]([C:30]2[CH:35]=[C:34]([F:36])[CH:33]=[CH:32][C:31]=2[CH3:37])[C:10]21[C:5]1[C:6](=[CH:7][C:2]([Cl:1])=[CH:3][CH:4]=1)[NH:8][C:9]2=[O:38])[CH3:27])=[O:26])(=[O:76])[CH3:75]. The catalyst class is: 1.